Dataset: Experimentally validated miRNA-target interactions with 360,000+ pairs, plus equal number of negative samples. Task: Binary Classification. Given a miRNA mature sequence and a target amino acid sequence, predict their likelihood of interaction. (1) Result: 1 (interaction). The protein sequence of the target gene is MTDDKDVLRDVWFGRIPTCFTLYQDEITEREAEPYYLLLPRVSYLTLVTDKVKKHFQKVMRQEDVSEIWFEYEGTPLKWHYPIGLLFDLLASSSALPWNITVHFKSFPEKDLLHCPSKDAVEAHFMSCMKEADALKHKSQVINEMQKKDHKQLWMGLQNDRFDQFWAINRKLMEYPPEENGFRYIPFRIYQTTTERPFIQKLFRPVAADGQLHTLGDLLREVCPSAVAPEDGEKRSQVMIHGIEPMLETPLQWLSEHLSYPDNFLHISIVPQPTD. The miRNA is mmu-miR-149-5p with sequence UCUGGCUCCGUGUCUUCACUCCC. (2) The miRNA is mmu-miR-6970-3p with sequence UCACGCCACCCACCCUGUGCU. The protein sequence of the target gene is MAGEENFKEELRSQDASRNLNQHEVAGHPHSWSLEMLLRRLRAVHTKQDDKFANLLDAVGEFGTFQQRLVALTFIPSIMSAFFMFADHFVFTAQKPYCNTSWILAVGPHLSKAEQLNLTIPQAPNGSFLTCFMYLPVPWNLDSIIQFGLNDTDTCQDGWIYPDAKKRSLINEFDLVCGMETKKDTAQIMFMAGLPIGSLIFRLITDKMGRYPAILLSLLGLIIFGFGTAFMNSFHLYLFFRFGISQSVVGYAISSISLATEWLVGEHRAHAIILGHCFFAVGAVLLTGIAYSLPHWQLLF.... Result: 0 (no interaction).